This data is from Experimentally validated miRNA-target interactions with 360,000+ pairs, plus equal number of negative samples. The task is: Binary Classification. Given a miRNA mature sequence and a target amino acid sequence, predict their likelihood of interaction. The protein sequence of the target gene is MSLHQFLLEPITCHAWNRDRTQIALSPNNHEVHIYKKNGSQWVKAHELKEHNGHITGIDWAPKSDRIVTCGADRNAYVWSQKDGVWKPTLVILRINRAATFVKWSPLENKFAVGSGARLISVCYFESENDWWVSKHIKKPIRSTVLSLDWHPNNVLLAAGSCDFKCRVFSAYIKEVDEKPASTPWGSKMPFGQLMSEFGGSGTGGWVHGVSFSASGSRLAWVSHDSTVSVADASKSVQVSTLKTEFLPLLSVSFVSENSVVAAGHDCCPMLFNYDDRGCLTFVSKLDIPKQSIQRNMSAM.... The miRNA is hsa-miR-7110-3p with sequence UCUCUCUCCCACUUCCCUGCAG. Result: 0 (no interaction).